This data is from Peptide-MHC class I binding affinity with 185,985 pairs from IEDB/IMGT. The task is: Regression. Given a peptide amino acid sequence and an MHC pseudo amino acid sequence, predict their binding affinity value. This is MHC class I binding data. (1) The peptide sequence is RTSKAALER. The MHC is HLA-C06:02 with pseudo-sequence HLA-C06:02. The binding affinity (normalized) is 0. (2) The peptide sequence is LDVLCPSSL. The MHC is HLA-B44:02 with pseudo-sequence HLA-B44:02. The binding affinity (normalized) is 0.0747. (3) The peptide sequence is LTFTNDSII. The MHC is H-2-Db with pseudo-sequence H-2-Db. The binding affinity (normalized) is 0.367. (4) The peptide sequence is MQQAYQCIV. The MHC is HLA-A02:12 with pseudo-sequence HLA-A02:12. The binding affinity (normalized) is 0.738. (5) The peptide sequence is HGPAKNMEY. The MHC is Mamu-A02 with pseudo-sequence Mamu-A02. The binding affinity (normalized) is 0.296. (6) The peptide sequence is ATVKGMQSY. The MHC is HLA-B58:01 with pseudo-sequence HLA-B58:01. The binding affinity (normalized) is 0.225. (7) The peptide sequence is WSADGSSMY. The MHC is HLA-B08:02 with pseudo-sequence HLA-B08:02. The binding affinity (normalized) is 0.0847. (8) The peptide sequence is GPKVKQWPL. The MHC is HLA-A02:06 with pseudo-sequence HLA-A02:06. The binding affinity (normalized) is 0.